Dataset: Catalyst prediction with 721,799 reactions and 888 catalyst types from USPTO. Task: Predict which catalyst facilitates the given reaction. (1) Reactant: [H-].[Na+].[OH:3][C:4]1[CH:9]=[CH:8][C:7]([C:10]2[CH:11]=[C:12]([C:18]#[N:19])[C:13](=[O:17])[NH:14][C:15]=2[CH3:16])=[CH:6][CH:5]=1.Br[CH2:21][C:22]([O:24][CH2:25][CH3:26])=[O:23]. Product: [CH2:25]([O:24][C:22](=[O:23])[CH2:21][O:3][C:4]1[CH:5]=[CH:6][C:7]([C:10]2[CH:11]=[C:12]([C:18]#[N:19])[C:13](=[O:17])[NH:14][C:15]=2[CH3:16])=[CH:8][CH:9]=1)[CH3:26]. The catalyst class is: 9. (2) Reactant: Br[CH:2]([C:4]1[CH:35]=[CH:34][C:7]([C:8]([NH:10][C:11]2[CH:16]=[CH:15][C:14]([CH3:17])=[C:13]([C:18]3[CH:27]=[C:26]4[C:21]([CH:22]=[C:23]([NH:28][C:29]([CH:31]5[CH2:33][CH2:32]5)=[O:30])[N:24]=[CH:25]4)=[CH:20][CH:19]=3)[CH:12]=2)=[O:9])=[CH:6][CH:5]=1)[CH3:3].[CH3:36][NH:37][CH3:38].C(N(CC)CC)C.CN(C)C=O. Product: [CH:31]1([C:29]([NH:28][C:23]2[N:24]=[CH:25][C:26]3[C:21]([CH:22]=2)=[CH:20][CH:19]=[C:18]([C:13]2[CH:12]=[C:11]([NH:10][C:8](=[O:9])[C:7]4[CH:34]=[CH:35][C:4]([CH:2]([N:37]([CH3:38])[CH3:36])[CH3:3])=[CH:5][CH:6]=4)[CH:16]=[CH:15][C:14]=2[CH3:17])[CH:27]=3)=[O:30])[CH2:33][CH2:32]1. The catalyst class is: 217. (3) Reactant: [F:1][C:2]1[C:3]([OH:11])=[C:4]([CH2:8][C:9]#[N:10])[CH:5]=[CH:6][CH:7]=1.[C:12](OC(=O)C)(=[O:14])[CH3:13].[BH4-].[Na+]. Product: [F:1][C:2]1[C:3]([OH:11])=[C:4]([CH2:8][CH2:9][NH:10][C:12](=[O:14])[CH3:13])[CH:5]=[CH:6][CH:7]=1. The catalyst class is: 652.